From a dataset of Full USPTO retrosynthesis dataset with 1.9M reactions from patents (1976-2016). Predict the reactants needed to synthesize the given product. (1) Given the product [Br:12][CH2:11][C:10]1[CH:9]=[CH:8][C:4]([C:5]([OH:7])=[O:6])=[CH:3][C:2]=1[Cl:1], predict the reactants needed to synthesize it. The reactants are: [Cl:1][C:2]1[CH:3]=[C:4]([CH:8]=[CH:9][C:10]=1[CH3:11])[C:5]([OH:7])=[O:6].[Br:12]N1C(=O)CCC1=O.C(OOC(=O)C1C=CC=CC=1)(=O)C1C=CC=CC=1. (2) Given the product [CH:29]([O:32][C:33]1[CH:38]=[CH:37][C:36]([N:14]2[C:15](=[O:16])[C:10]([CH2:9][C:7]3[CH:6]=[CH:5][C:4]([C:21]4[CH:26]=[CH:25][CH:24]=[CH:23][C:22]=4[C:27]4[NH:44][C:55](=[O:57])[O:58][N:28]=4)=[C:3]([O:2][CH3:1])[CH:8]=3)=[C:11]([CH2:18][CH2:19][CH3:20])[N:12]=[C:13]2[CH3:17])=[CH:35][CH:34]=1)([CH3:31])[CH3:30], predict the reactants needed to synthesize it. The reactants are: [CH3:1][O:2][C:3]1[CH:8]=[C:7]([CH2:9][C:10]2[C:15](=[O:16])[NH:14][C:13]([CH3:17])=[N:12][C:11]=2[CH2:18][CH2:19][CH3:20])[CH:6]=[CH:5][C:4]=1[C:21]1[C:22]([C:27]#[N:28])=[CH:23][CH:24]=[CH:25][CH:26]=1.[CH:29]([O:32][C:33]1[CH:38]=[CH:37][C:36](B(O)O)=[CH:35][CH:34]=1)([CH3:31])[CH3:30].C([N:44](CC)CC)C.N1C=CC=CC=1.[C:55]([O:58]CC)(=[O:57])C. (3) Given the product [CH2:36]([C:37]1[N:8]([CH2:7][CH2:6][N:1]2[CH2:5][CH2:4][CH2:3][CH2:2]2)[C:9]2[CH:14]=[CH:13][C:12]([NH:15][C:16]([NH:18][C:19]3[CH:24]=[CH:23][C:22]([O:25][C:26]4[CH:31]=[CH:30][CH:29]=[CH:28][CH:27]=4)=[CH:21][CH:20]=3)=[O:17])=[CH:11][C:10]=2[N:32]=1)[CH3:35], predict the reactants needed to synthesize it. The reactants are: [N:1]1([CH2:6][CH2:7][NH:8][C:9]2[CH:14]=[CH:13][C:12]([NH:15][C:16]([NH:18][C:19]3[CH:24]=[CH:23][C:22]([O:25][C:26]4[CH:31]=[CH:30][CH:29]=[CH:28][CH:27]=4)=[CH:21][CH:20]=3)=[O:17])=[CH:11][C:10]=2[N+:32]([O-])=O)[CH2:5][CH2:4][CH2:3][CH2:2]1.[C:35](OCC)(OCC)(OCC)[CH2:36][CH3:37].